Dataset: Peptide-MHC class I binding affinity with 185,985 pairs from IEDB/IMGT. Task: Regression. Given a peptide amino acid sequence and an MHC pseudo amino acid sequence, predict their binding affinity value. This is MHC class I binding data. (1) The peptide sequence is CTKNNSHHYI. The MHC is H-2-Db with pseudo-sequence H-2-Db. The binding affinity (normalized) is 0.353. (2) The peptide sequence is RQLESRLGY. The MHC is HLA-A31:01 with pseudo-sequence HLA-A31:01. The binding affinity (normalized) is 0.477. (3) The peptide sequence is KSFKLLCKL. The MHC is HLA-A02:01 with pseudo-sequence HLA-A02:01. The binding affinity (normalized) is 0.0847. (4) The peptide sequence is ITRKEAEQF. The MHC is HLA-A69:01 with pseudo-sequence HLA-A69:01. The binding affinity (normalized) is 0.0847. (5) The peptide sequence is VATFRDMLL. The MHC is HLA-A02:01 with pseudo-sequence HLA-A02:01. The binding affinity (normalized) is 0.159. (6) The peptide sequence is KLYLRPWWH. The MHC is HLA-B18:01 with pseudo-sequence HLA-B18:01. The binding affinity (normalized) is 0.0847. (7) The peptide sequence is YLPPREGDLT. The MHC is Mamu-A01 with pseudo-sequence Mamu-A01. The binding affinity (normalized) is 0.370. (8) The peptide sequence is FSIMIYFTF. The MHC is HLA-B46:01 with pseudo-sequence HLA-B46:01. The binding affinity (normalized) is 0.0847.